The task is: Predict the product of the given reaction.. This data is from Forward reaction prediction with 1.9M reactions from USPTO patents (1976-2016). (1) The product is: [ClH:30].[NH2:15][CH:14]1[CH2:13][C:12]2[CH:11]=[C:10]([O:23][C:24]3[CH:29]=[CH:28][CH:27]=[CH:26][CH:25]=3)[CH:9]=[N:8][C:7]=2[N:6]2[C:2](=[O:1])[NH:3][N:4]=[C:5]12. Given the reactants [O:1]=[C:2]1[N:6]2[C:7]3[N:8]=[CH:9][C:10]([O:23][C:24]4[CH:29]=[CH:28][CH:27]=[CH:26][CH:25]=4)=[CH:11][C:12]=3[CH2:13][CH:14]([NH:15]C(=O)OC(C)(C)C)[C:5]2=[N:4][NH:3]1.[ClH:30], predict the reaction product. (2) Given the reactants [C:1]([C:3]1[CH:4]=[C:5]([OH:9])[CH:6]=[CH:7][CH:8]=1)#[CH:2].Br[CH2:11][C:12]([NH2:14])=[O:13].C([O-])([O-])=O.[K+].[K+], predict the reaction product. The product is: [C:1]([C:3]1[CH:4]=[C:5]([CH:6]=[CH:7][CH:8]=1)[O:9][CH2:11][C:12]([NH2:14])=[O:13])#[CH:2]. (3) Given the reactants I[C:2]1[C:10]2[C:5](=[N:6][CH:7]=[N:8][C:9]=2[NH2:11])[N:4]([CH:12]([C:14]2[CH:15]=[C:16]3[N:21]([C:22]=2[C:23]2[S:27][CH:26]=[N:25][CH:24]=2)[CH:20]=[CH:19][CH:18]=[CH:17]3)[CH3:13])[N:3]=1.[F:28][C:29]1[CH:30]=[C:31](B(O)O)[CH:32]=[C:33]([OH:35])[CH:34]=1.CCO.C([O-])([O-])=O.[Na+].[Na+], predict the reaction product. The product is: [NH2:11][C:9]1[N:8]=[CH:7][N:6]=[C:5]2[N:4]([CH:12]([C:14]3[CH:15]=[C:16]4[N:21]([C:22]=3[C:23]3[S:27][CH:26]=[N:25][CH:24]=3)[CH:20]=[CH:19][CH:18]=[CH:17]4)[CH3:13])[N:3]=[C:2]([C:31]3[CH:32]=[C:33]([OH:35])[CH:34]=[C:29]([F:28])[CH:30]=3)[C:10]=12. (4) Given the reactants C(N(CC)C(C)C)(C)C.[CH3:10][C:11]1[CH:20]=[CH:19][C:18]2[C:13](=[CH:14][CH:15]=[CH:16][C:17]=2[N:21]2[CH2:26][CH2:25][NH:24][CH2:23][CH2:22]2)[N:12]=1.CS(O[CH2:32][CH2:33][C:34]1[CH:39]=[CH:38][CH:37]=[C:36]([N+:40]([O-:42])=[O:41])[CH:35]=1)(=O)=O, predict the reaction product. The product is: [CH3:10][C:11]1[CH:20]=[CH:19][C:18]2[C:13](=[CH:14][CH:15]=[CH:16][C:17]=2[N:21]2[CH2:26][CH2:25][N:24]([CH2:32][CH2:33][C:34]3[CH:39]=[CH:38][CH:37]=[C:36]([N+:40]([O-:42])=[O:41])[CH:35]=3)[CH2:23][CH2:22]2)[N:12]=1. (5) Given the reactants C(OC(=O)[NH:7][C:8]1([C:12]2[CH:17]=[CH:16][CH:15]=[CH:14][N:13]=2)[CH2:11][CH2:10][CH2:9]1)(C)(C)C.C(O)(C(F)(F)F)=O, predict the reaction product. The product is: [N:13]1[CH:14]=[CH:15][CH:16]=[CH:17][C:12]=1[C:8]1([NH2:7])[CH2:11][CH2:10][CH2:9]1. (6) Given the reactants [NH2:1][C:2]1[C:14]([Cl:15])=[C:13]2[C:5]([C:6]3[C:11]([CH2:16][CH2:17][CH2:18][CH3:19])([CH2:12]2)[CH2:10][CH2:9][C:8](=[O:20])[CH:7]=3)=[CH:4][C:3]=1[F:21].[Br:22]N1C(=O)CCC1=O, predict the reaction product. The product is: [NH2:1][C:2]1[C:14]([Cl:15])=[C:13]2[C:5]([C:6]3[C:11]([CH2:16][CH2:17][CH2:18][CH3:19])([CH2:12]2)[CH2:10][CH2:9][C:8](=[O:20])[C:7]=3[Br:22])=[CH:4][C:3]=1[F:21].